This data is from Forward reaction prediction with 1.9M reactions from USPTO patents (1976-2016). The task is: Predict the product of the given reaction. (1) Given the reactants [NH:1]1[CH2:5][CH2:4][CH:3]([OH:6])[CH2:2]1.C(=O)([O-])[O-:8].[K+].[K+].[F:13][C:14]1[CH:15]=[C:16]([N+]([O-])=O)[CH:17]=[C:18]([F:21])C=1F.[OH2:25].C[N:27]([CH:29]=O)C, predict the reaction product. The product is: [F:21][CH:18]1[C:29]([N:1]2[CH2:5][CH2:4][CH:3]([OH:6])[CH2:2]2)([N+:27]([O-:8])=[O:25])[C:14]([F:13])=[CH:15][CH:16]=[CH:17]1. (2) Given the reactants [Br:1][C:2]1[CH:3]=[C:4]([S:12](Cl)(=[O:14])=[O:13])[CH:5]=[C:6]([C:8]([F:11])([F:10])[F:9])[CH:7]=1.[CH:16]1([NH2:19])[CH2:18][CH2:17]1, predict the reaction product. The product is: [Br:1][C:2]1[CH:3]=[C:4]([S:12]([NH:19][CH:16]2[CH2:18][CH2:17]2)(=[O:14])=[O:13])[CH:5]=[C:6]([C:8]([F:11])([F:10])[F:9])[CH:7]=1.